Dataset: Full USPTO retrosynthesis dataset with 1.9M reactions from patents (1976-2016). Task: Predict the reactants needed to synthesize the given product. (1) Given the product [CH2:41]([S:37]([CH2:4][CH2:5][CH2:6][O:7][C:8]1[N:16]=[C:15]2[C:11]([N:12]=[CH:13][N:14]2[CH2:17][C:18]2[CH:23]=[CH:22][CH:21]=[C:20]([CH2:24][C:25]([O:27][CH3:28])=[O:26])[CH:19]=2)=[C:10]([NH2:29])[N:9]=1)(=[O:39])=[O:36])[CH3:42], predict the reactants needed to synthesize it. The reactants are: C(S[CH2:4][CH2:5][CH2:6][O:7][C:8]1[N:16]=[C:15]2[C:11]([N:12]=[CH:13][N:14]2[CH2:17][C:18]2[CH:23]=[CH:22][CH:21]=[C:20]([CH2:24][C:25]([O:27][CH3:28])=[O:26])[CH:19]=2)=[C:10]([NH2:29])[N:9]=1)C.C(=O)([O-])O.[Na+].O[O:36][S:37]([O-:39])=O.[K+].[CH3:41][C:42](C)=O. (2) Given the product [NH2:4][C:3]1[C:5]2[CH:10]=[C:9]3[C:11]4([C:19]5[C:14](=[CH:15][CH:16]=[CH:17][CH:18]=5)[N:13]([CH2:20][C:21]5[CH:26]=[CH:25][C:24]([O:27][CH3:28])=[CH:23][CH:22]=5)[C:12]4=[O:29])[CH2:30][O:31][C:8]3=[CH:7][C:6]=2[O:32][N:2]=1, predict the reactants needed to synthesize it. The reactants are: O[N:2]=[C:3]([C:5]1[C:6]([OH:32])=[CH:7][C:8]2[O:31][CH2:30][C:11]3([C:19]4[C:14](=[CH:15][CH:16]=[CH:17][CH:18]=4)[N:13]([CH2:20][C:21]4[CH:26]=[CH:25][C:24]([O:27][CH3:28])=[CH:23][CH:22]=4)[C:12]3=[O:29])[C:9]=2[CH:10]=1)[NH2:4].C1(P(C2C=CC=CC=2)C2C=CC=CC=2)C=CC=CC=1.N(C(OCC)=O)=NC(OCC)=O.[OH-].[Na+]. (3) Given the product [Cl:1][C:2]1[C:7]([O:8][CH3:9])=[CH:6][C:5]([O:10][CH3:11])=[C:4]([Cl:12])[C:3]=1[C:13]1[N:18]=[CH:17][C:16]2[C:19](/[CH:28]=[CH:29]/[C:31]3[CH:32]=[N:33][N:34]([CH2:36][CH2:37][O:38][CH:39]4[CH2:44][CH2:43][CH2:42][CH2:41][O:40]4)[CH:35]=3)=[N:20][N:21]([CH:22]3[CH2:27][CH2:26][CH2:25][CH2:24][O:23]3)[C:15]=2[CH:14]=1, predict the reactants needed to synthesize it. The reactants are: [Cl:1][C:2]1[C:7]([O:8][CH3:9])=[CH:6][C:5]([O:10][CH3:11])=[C:4]([Cl:12])[C:3]=1[C:13]1[N:18]=[CH:17][C:16]2[C:19]([CH:28]=[CH2:29])=[N:20][N:21]([CH:22]3[CH2:27][CH2:26][CH2:25][CH2:24][O:23]3)[C:15]=2[CH:14]=1.I[C:31]1[CH:32]=[N:33][N:34]([CH2:36][CH2:37][O:38][CH:39]2[CH2:44][CH2:43][CH2:42][CH2:41][O:40]2)[CH:35]=1.ClCCl.O.